The task is: Binary Classification. Given a drug SMILES string, predict its activity (active/inactive) in a high-throughput screening assay against a specified biological target.. This data is from Orexin1 receptor HTS with 218,158 compounds and 233 confirmed actives. (1) The molecule is O1C(Cc2c(C1)c(nc1oc3c(ncnc3OC)c21)C)(C)C. The result is 0 (inactive). (2) The molecule is S(c1n(c(nn1)CCNC(=O)c1ccc(OC)cc1)C)CC(=O)Nc1c(F)cccc1. The result is 0 (inactive). (3) The compound is S1(=O)(=O)N(C(C(=O)N2C(CCCC2C)C)=CC(=N1)c1ccc(OC)cc1)C. The result is 0 (inactive). (4) The drug is FC(F)(F)c1c(CC2(CCN(CC2)Cc2nocc2)C(OCC)=O)cccc1. The result is 0 (inactive). (5) The molecule is S(Cc1ccc([N+]([O-])=O)cc1)c1sc(SCc2ccccc2)nn1. The result is 0 (inactive).